From a dataset of Reaction yield outcomes from USPTO patents with 853,638 reactions. Predict the reaction yield, written as a fraction of the theoretical maximum amount of product (1.0 means a 100% yield; for example, 0.34 means a 34% yield). (1) The reactants are [O-:1][C:2]#[N:3].[Na+].NCCCC[C:10]1[C:11](=[N:29][C:30]2[C:35]([CH3:36])=[CH:34][C:33]([CH3:37])=[CH:32][C:31]=2[CH3:38])[NH:12][C:13](=[O:28])[N:14]2[CH2:23][CH2:22][C:21]3[C:16](=[CH:17][C:18]([O:26][CH3:27])=[C:19]([O:24][CH3:25])[CH:20]=3)[C:15]=12. The catalyst is O.Cl. The product is [C:2]([NH:12][CH2:11][CH2:10][CH2:15][CH2:16][N:12]1[C:11](=[N:29][C:30]2[C:31]([CH3:38])=[CH:32][C:33]([CH3:37])=[CH:34][C:35]=2[CH3:36])[CH:10]=[C:15]2[C:16]3[C:21]([CH2:22][CH2:23][N:14]2[C:13]1=[O:28])=[CH:20][C:19]([O:24][CH3:25])=[C:18]([O:26][CH3:27])[CH:17]=3)(=[O:1])[NH2:3]. The yield is 0.640. (2) The reactants are [CH:1]([C:3]1[CH:18]=[CH:17][C:6]([O:7][C:8]2[N:9]=[CH:10][C:11]([C:14]([NH2:16])=[O:15])=[N:12][CH:13]=2)=[C:5]([O:19][CH3:20])[CH:4]=1)=O.[CH3:21][C:22]([CH3:27])([CH3:26])[CH2:23][CH2:24][NH2:25].[BH4-].[Na+]. The catalyst is CO. The product is [CH3:21][C:22]([CH3:27])([CH3:26])[CH2:23][CH2:24][NH:25][CH2:1][C:3]1[CH:18]=[CH:17][C:6]([O:7][C:8]2[N:9]=[CH:10][C:11]([C:14]([NH2:16])=[O:15])=[N:12][CH:13]=2)=[C:5]([O:19][CH3:20])[CH:4]=1. The yield is 0.459. (3) The reactants are [OH:1][C:2]1[C:3](C(O)=O)=[N:4][C:5]2[C:10]([CH:11]=1)=[CH:9][CH:8]=[CH:7][N:6]=2.Cl[C:16]1[C:25]2[C:20](=[CH:21][C:22]([O:28][CH3:29])=[C:23]([O:26][CH3:27])[CH:24]=2)[N:19]=[CH:18][CH:17]=1.O. The catalyst is CN(C)C1C=CN=CC=1.ClC1C=CC=CC=1Cl. The product is [CH3:27][O:26][C:23]1[CH:24]=[C:25]2[C:20](=[CH:21][C:22]=1[O:28][CH3:29])[N:19]=[CH:18][CH:17]=[C:16]2[O:1][C:2]1[CH:3]=[N:4][C:5]2[C:10]([CH:11]=1)=[CH:9][CH:8]=[CH:7][N:6]=2. The yield is 0.260.